This data is from Full USPTO retrosynthesis dataset with 1.9M reactions from patents (1976-2016). The task is: Predict the reactants needed to synthesize the given product. (1) Given the product [Br:8][C:9]1[CH:10]=[C:11]([F:19])[CH:12]=[C:13]([C:15]([CH3:18])([CH3:17])[CH3:16])[CH:14]=1, predict the reactants needed to synthesize it. The reactants are: C(ON=O)(C)(C)C.[Br:8][C:9]1[CH:14]=[C:13]([C:15]([CH3:18])([CH3:17])[CH3:16])[CH:12]=[C:11]([F:19])[C:10]=1N. (2) Given the product [CH2:15]([O:17][C:18]([C:20]1([NH:29][C:12]([C:7]2[C:8]3[CH2:9][CH2:10][CH2:11][C:2](=[O:1])[C:3]=3[CH:4]=[CH:5][CH:6]=2)=[O:14])[CH2:28][C:27]2[C:22](=[CH:23][CH:24]=[CH:25][CH:26]=2)[CH2:21]1)=[O:19])[CH3:16], predict the reactants needed to synthesize it. The reactants are: [O:1]=[C:2]1[CH2:11][CH2:10][CH2:9][C:8]2[C:7]([C:12]([OH:14])=O)=[CH:6][CH:5]=[CH:4][C:3]1=2.[CH2:15]([O:17][C:18]([C:20]1([NH2:29])[CH2:28][C:27]2[C:22](=[CH:23][CH:24]=[CH:25][CH:26]=2)[CH2:21]1)=[O:19])[CH3:16].CN(C(ON1N=NC2C=CC=NC1=2)=[N+](C)C)C.F[P-](F)(F)(F)(F)F.CCN(C(C)C)C(C)C.